From a dataset of Forward reaction prediction with 1.9M reactions from USPTO patents (1976-2016). Predict the product of the given reaction. (1) Given the reactants Cl.[N:2]12[CH2:9][CH2:8][CH:5]([CH2:6][CH2:7]1)[CH:4]([C:10]([OH:12])=O)[CH2:3]2.C(Cl)CCl.C1C=CC2N(O)N=NC=2C=1.C(N(CC)CC)C.[C:34]1([CH2:40][SH:41])[CH:39]=[CH:38][CH:37]=[CH:36][CH:35]=1, predict the reaction product. The product is: [N:2]12[CH2:7][CH2:6][CH:5]([CH2:8][CH2:9]1)[CH:4]([C:10](=[O:12])[S:41][CH2:40][C:34]1[CH:39]=[CH:38][CH:37]=[CH:36][CH:35]=1)[CH2:3]2. (2) The product is: [C:1]1([CH3:11])[CH:6]=[CH:5][C:4]([S:7]([O:12][CH:13]([CH3:20])[CH2:14][CH2:15][O:16][C:17](=[O:19])[CH3:18])(=[O:9])=[O:8])=[CH:3][CH:2]=1. Given the reactants [C:1]1([CH3:11])[CH:6]=[CH:5][C:4]([S:7](Cl)(=[O:9])=[O:8])=[CH:3][CH:2]=1.[OH:12][CH:13]([CH3:20])[CH2:14][CH2:15][O:16][C:17](=[O:19])[CH3:18].O, predict the reaction product. (3) Given the reactants Br[C:2]1[CH:3]=[C:4]([NH:10][C:11]2[CH:16]=[CH:15][C:14]([N:17]3[CH2:22][CH2:21][N:20]([CH3:23])[CH2:19][CH2:18]3)=[CH:13][N:12]=2)[C:5](=[O:9])[N:6]([CH3:8])[CH:7]=1.[B:24]1([B:24]2[O:28][C:27]([CH3:30])([CH3:29])[C:26]([CH3:32])([CH3:31])[O:25]2)[O:28][C:27]([CH3:30])([CH3:29])[C:26]([CH3:32])([CH3:31])[O:25]1.C([O-])(=O)C.[K+], predict the reaction product. The product is: [CH3:8][N:6]1[CH:7]=[C:2]([B:24]2[O:28][C:27]([CH3:30])([CH3:29])[C:26]([CH3:32])([CH3:31])[O:25]2)[CH:3]=[C:4]([NH:10][C:11]2[CH:16]=[CH:15][C:14]([N:17]3[CH2:22][CH2:21][N:20]([CH3:23])[CH2:19][CH2:18]3)=[CH:13][N:12]=2)[C:5]1=[O:9]. (4) The product is: [Cl:35][C:12]1[CH:13]=[CH:14][C:15]([N:17]2[C:22]3[CH:23]=[CH:24][C:25]([NH:27][S:28]([CH3:31])(=[O:30])=[O:29])=[CH:26][C:21]=3[O:20][C:19]([CH3:33])([CH3:32])[C:18]2=[O:34])=[CH:16][C:11]=1[CH2:10][OH:9]. Given the reactants C([O:9][CH2:10][C:11]1[CH:16]=[C:15]([N:17]2[C:22]3[CH:23]=[CH:24][C:25]([NH:27][S:28]([CH3:31])(=[O:30])=[O:29])=[CH:26][C:21]=3[O:20][C:19]([CH3:33])([CH3:32])[C:18]2=[O:34])[CH:14]=[CH:13][C:12]=1[Cl:35])(=O)C1C=CC=CC=1.CO.[OH-].[Na+].[Cl-].[NH4+], predict the reaction product. (5) Given the reactants [Cl:1][C:2]1[N:10]=[C:9]2[C:5]([N:6]=[CH:7][N:8]2[C@@H:11]2[CH2:15][C@H:14]([NH:16][C:17](=[O:20])[CH2:18][CH3:19])[C@@H:13]([OH:21])[C@H:12]2[OH:22])=[C:4]([NH:23]C2CCCC2)[N:3]=1.[O:29]([CH2:36][C@H:37](N)[CH3:38])[C:30]1[CH:35]=[CH:34][CH:33]=[CH:32][CH:31]=1.CC(N)COC1C=CC=CC=1, predict the reaction product. The product is: [Cl:1][C:2]1[N:10]=[C:9]2[C:5]([N:6]=[CH:7][N:8]2[C@@H:11]2[CH2:15][C@H:14]([NH:16][C:17](=[O:20])[CH2:18][CH3:19])[C@@H:13]([OH:21])[C@H:12]2[OH:22])=[C:4]([NH:23][C@H:37]([CH3:38])[CH2:36][O:29][C:30]2[CH:35]=[CH:34][CH:33]=[CH:32][CH:31]=2)[N:3]=1. (6) The product is: [CH2:4]([NH2:5])[CH2:3][CH2:7][CH2:8][CH2:9][CH2:10][CH2:2][CH2:1]/[CH:18]=[CH:19]\[CH2:20]/[CH:21]=[CH:22]\[CH2:23][CH2:24][CH2:25][CH2:26][CH3:27]. Given the reactants [C:1]1(=O)[NH:5][C:4](=O)[C:3]2=[CH:7][CH:8]=[CH:9][CH:10]=[C:2]12.[K].CS(O[CH2:18][CH2:19][CH2:20][CH2:21][CH2:22][CH2:23][CH2:24][CH2:25]/[CH:26]=[CH:27]\C/C=C\CCCCC)(=O)=O, predict the reaction product.